The task is: Regression. Given a peptide amino acid sequence and an MHC pseudo amino acid sequence, predict their binding affinity value. This is MHC class II binding data.. This data is from Peptide-MHC class II binding affinity with 134,281 pairs from IEDB. (1) The peptide sequence is TFHVEKGSNPNYLALLVKYVNGDGD. The MHC is HLA-DPA10201-DPB11401 with pseudo-sequence HLA-DPA10201-DPB11401. The binding affinity (normalized) is 0.439. (2) The peptide sequence is NMVVERLGDYLVEQG. The MHC is HLA-DQA10301-DQB10302 with pseudo-sequence HLA-DQA10301-DQB10302. The binding affinity (normalized) is 0.289. (3) The peptide sequence is VRFQEAANKQKQELD. The MHC is HLA-DPA10201-DPB10101 with pseudo-sequence HLA-DPA10201-DPB10101. The binding affinity (normalized) is 0.0379.